This data is from Peptide-MHC class I binding affinity with 185,985 pairs from IEDB/IMGT. The task is: Regression. Given a peptide amino acid sequence and an MHC pseudo amino acid sequence, predict their binding affinity value. This is MHC class I binding data. (1) The MHC is H-2-Kb with pseudo-sequence H-2-Kb. The peptide sequence is YTVKEPNL. The binding affinity (normalized) is 0.199. (2) The peptide sequence is KQKMFSNNV. The MHC is HLA-A02:01 with pseudo-sequence HLA-A02:01. The binding affinity (normalized) is 0.181. (3) The peptide sequence is FPRIWLHGL. The MHC is HLA-B40:02 with pseudo-sequence HLA-B40:02. The binding affinity (normalized) is 0.